This data is from Catalyst prediction with 721,799 reactions and 888 catalyst types from USPTO. The task is: Predict which catalyst facilitates the given reaction. (1) Reactant: [C:1]([C:3]1[CH:8]=[CH:7][C:6]([C:9]2[N:14]=[C:13]([NH:15][CH3:16])[N:12]=[C:11]([N:17]3[C@H:22]([CH3:23])[CH2:21][O:20][C@H:19]([C:24]([OH:26])=O)[CH2:18]3)[CH:10]=2)=[CH:5][C:4]=1[F:27])#[N:2].CN(C(ON1N=NC2C=CC=NC1=2)=[N+](C)C)C.F[P-](F)(F)(F)(F)F.CCN(C(C)C)C(C)C.[NH2:61][C:62]1[CH:67]=[CH:66][CH:65]=[CH:64][CH:63]=1. Product: [C:1]([C:3]1[CH:8]=[CH:7][C:6]([C:9]2[N:14]=[C:13]([NH:15][CH3:16])[N:12]=[C:11]([N:17]3[C@H:22]([CH3:23])[CH2:21][O:20][C@H:19]([C:24]([NH:61][C:62]4[CH:67]=[CH:66][CH:65]=[CH:64][CH:63]=4)=[O:26])[CH2:18]3)[CH:10]=2)=[CH:5][C:4]=1[F:27])#[N:2]. The catalyst class is: 31. (2) Reactant: [CH3:1][O:2][C:3](=[O:35])[C@@H:4]([NH:13][C:14]([C:16]1[CH:17]=[C:18]([C:27]2[CH:32]=[CH:31][C:30]([F:33])=[C:29]([Cl:34])[CH:28]=2)[CH:19]=[CH:20][C:21]=1[O:22][CH2:23][CH2:24][CH2:25][CH3:26])=[O:15])[CH2:5][C:6]1[CH:11]=[CH:10][C:9](Br)=[CH:8][CH:7]=1.[F:36][C:37]([F:48])([F:47])[C:38]1[CH:39]=[C:40](B(O)O)[CH:41]=[CH:42][CH:43]=1.C([O-])([O-])=O.[Na+].[Na+]. Product: [CH3:1][O:2][C:3](=[O:35])[C@@H:4]([NH:13][C:14]([C:16]1[CH:17]=[C:18]([C:27]2[CH:32]=[CH:31][C:30]([F:33])=[C:29]([Cl:34])[CH:28]=2)[CH:19]=[CH:20][C:21]=1[O:22][CH2:23][CH2:24][CH2:25][CH3:26])=[O:15])[CH2:5][C:6]1[CH:11]=[CH:10][C:9]([C:42]2[CH:41]=[CH:40][CH:39]=[C:38]([C:37]([F:48])([F:47])[F:36])[CH:43]=2)=[CH:8][CH:7]=1.[CH2:23]([O:22][C:21]1[CH:20]=[CH:19][C:18]([C:27]2[CH:32]=[CH:31][C:30]([F:33])=[C:29]([Cl:34])[CH:28]=2)=[CH:17][C:16]=1[C:14]([NH:13][C@@H:4]([CH2:5][C:6]1[CH:11]=[CH:10][C:9]([C:42]2[CH:41]=[CH:40][CH:39]=[C:38]([C:37]([F:48])([F:47])[F:36])[CH:43]=2)=[CH:8][CH:7]=1)[C:3]([OH:2])=[O:35])=[O:15])[CH2:24][CH2:25][CH3:26]. The catalyst class is: 57. (3) Reactant: [P:1](=[O:5])([OH:4])([OH:3])[OH:2].[CH3:6][N:7]1[CH2:24][CH:23]2[CH:9]([C:10]3[CH:11]=[CH:12][CH:13]=[CH:14][C:15]=3[O:16][C:17]3[CH:18]=[CH:19][C:20]([Cl:25])=[CH:21][C:22]=32)[CH2:8]1. Product: [CH3:6][N:7]1[CH2:24][CH:23]2[CH:9]([C:10]3[CH:11]=[CH:12][CH:13]=[CH:14][C:15]=3[O:16][C:17]3[CH:18]=[CH:19][C:20]([Cl:25])=[CH:21][C:22]=32)[CH2:8]1.[P:1]([O-:5])([O-:4])([O-:3])=[O:2]. The catalyst class is: 8. (4) The catalyst class is: 1. Product: [CH2:37]([NH:24][C:8]1[C:9]([O:14][C:15]2[C:20]([CH3:21])=[CH:19][C:18]([CH3:22])=[CH:17][C:16]=2[CH3:23])=[N:10][C:11]([CH3:13])=[CH:12][C:7]=1[NH:6][CH:3]([CH2:4][CH3:5])[CH2:1][CH3:2])[CH:36]=[CH2:35]. Reactant: [CH2:1]([CH:3]([NH:6][C:7]1[CH:12]=[C:11]([CH3:13])[N:10]=[C:9]([O:14][C:15]2[C:20]([CH3:21])=[CH:19][C:18]([CH3:22])=[CH:17][C:16]=2[CH3:23])[C:8]=1[NH2:24])[CH2:4][CH3:5])[CH3:2].C[Si]([N-][Si](C)(C)C)(C)C.[Li+].[CH2:35](Br)[CH:36]=[CH2:37]. (5) Reactant: Cl.[NH2:2][CH2:3][CH2:4][CH2:5][NH:6][C:7](=[O:11])[C:8]([CH3:10])=[CH2:9].[C:12]([C:20]1[CH:28]=[CH:27][C:23]([C:24](Cl)=[O:25])=[CH:22][CH:21]=1)(=[O:19])[C:13]1[CH:18]=[CH:17][CH:16]=[CH:15][CH:14]=1.C1C2NC3C(=CC=CC=3)SC=2C=CC=1.C(N(CC)CC)C. Product: [C:7]([NH:6][CH2:5][CH2:4][CH2:3][NH:2][C:24](=[O:25])[C:23]1[CH:22]=[CH:21][C:20]([C:12](=[O:19])[C:13]2[CH:18]=[CH:17][CH:16]=[CH:15][CH:14]=2)=[CH:28][CH:27]=1)(=[O:11])[C:8]([CH3:10])=[CH2:9]. The catalyst class is: 4.